Dataset: NCI-60 drug combinations with 297,098 pairs across 59 cell lines. Task: Regression. Given two drug SMILES strings and cell line genomic features, predict the synergy score measuring deviation from expected non-interaction effect. (1) Drug 1: C1CC(=O)NC(=O)C1N2CC3=C(C2=O)C=CC=C3N. Drug 2: C1C(C(OC1N2C=NC3=C(N=C(N=C32)Cl)N)CO)O. Cell line: MDA-MB-435. Synergy scores: CSS=1.60, Synergy_ZIP=0.996, Synergy_Bliss=2.09, Synergy_Loewe=0.813, Synergy_HSA=0.0711. (2) Drug 1: CS(=O)(=O)C1=CC(=C(C=C1)C(=O)NC2=CC(=C(C=C2)Cl)C3=CC=CC=N3)Cl. Drug 2: C1=CC(=C2C(=C1NCCNCCO)C(=O)C3=C(C=CC(=C3C2=O)O)O)NCCNCCO. Cell line: SF-295. Synergy scores: CSS=70.6, Synergy_ZIP=16.0, Synergy_Bliss=16.1, Synergy_Loewe=-20.1, Synergy_HSA=17.5. (3) Drug 1: CC1=CC=C(C=C1)C2=CC(=NN2C3=CC=C(C=C3)S(=O)(=O)N)C(F)(F)F. Drug 2: C1C(C(OC1N2C=NC3=C2NC=NCC3O)CO)O. Cell line: ACHN. Synergy scores: CSS=-2.81, Synergy_ZIP=2.05, Synergy_Bliss=-1.41, Synergy_Loewe=-4.90, Synergy_HSA=-5.61. (4) Drug 1: C1=CC(=C2C(=C1NCCNCCO)C(=O)C3=C(C=CC(=C3C2=O)O)O)NCCNCCO. Drug 2: C1CN(P(=O)(OC1)NCCCl)CCCl. Cell line: HS 578T. Synergy scores: CSS=22.3, Synergy_ZIP=0.923, Synergy_Bliss=-0.574, Synergy_Loewe=-26.5, Synergy_HSA=-0.958. (5) Drug 1: CC(C1=C(C=CC(=C1Cl)F)Cl)OC2=C(N=CC(=C2)C3=CN(N=C3)C4CCNCC4)N. Drug 2: C1CCN(CC1)CCOC2=CC=C(C=C2)C(=O)C3=C(SC4=C3C=CC(=C4)O)C5=CC=C(C=C5)O. Cell line: HT29. Synergy scores: CSS=14.4, Synergy_ZIP=4.27, Synergy_Bliss=12.3, Synergy_Loewe=4.05, Synergy_HSA=7.83.